From a dataset of Retrosynthesis with 50K atom-mapped reactions and 10 reaction types from USPTO. Predict the reactants needed to synthesize the given product. (1) The reactants are: COc1ccc(N(c2cc3c(c(C(C)C)c2C)OCC3(C)C)C(C)C)cc1. Given the product Cc1c(N(c2ccc(O)cc2)C(C)C)cc2c(c1C(C)C)OCC2(C)C, predict the reactants needed to synthesize it. (2) Given the product COC(=O)COc1c(C)ccnc1C, predict the reactants needed to synthesize it. The reactants are: COC(=O)CBr.Cc1ccnc(C)c1O.